This data is from Full USPTO retrosynthesis dataset with 1.9M reactions from patents (1976-2016). The task is: Predict the reactants needed to synthesize the given product. (1) Given the product [N:1]([CH2:4][C:5]1[C:9]2[N:10]([CH3:26])[CH:11]=[C:12]([C:15]([NH:17][CH2:18][C:19]3[CH:20]=[CH:21][C:22]([Cl:25])=[CH:23][CH:24]=3)=[O:16])[C:13](=[O:14])[C:8]=2[S:7][C:6]=1[CH2:27][OH:28])=[N+:2]=[N-:3], predict the reactants needed to synthesize it. The reactants are: [N:1]([CH2:4][C:5]1[C:9]2[N:10]([CH3:26])[CH:11]=[C:12]([C:15]([NH:17][CH2:18][C:19]3[CH:24]=[CH:23][C:22]([Cl:25])=[CH:21][CH:20]=3)=[O:16])[C:13](=[O:14])[C:8]=2[S:7][C:6]=1[CH:27]=[O:28])=[N+:2]=[N-:3].C(O)(=O)C.C(O[BH-](OC(=O)C)OC(=O)C)(=O)C.[Na+]. (2) Given the product [C:23]([O:22][C:20]([N:12]1[CH2:13][C:14]2([CH2:19][CH2:18][N:17]([C:2]3[CH:7]=[N:6][C:5]([N+:8]([O-:10])=[O:9])=[CH:4][CH:3]=3)[CH2:16][CH2:15]2)[CH2:11]1)=[O:21])([CH3:26])([CH3:24])[CH3:25], predict the reactants needed to synthesize it. The reactants are: F[C:2]1[CH:3]=[CH:4][C:5]([N+:8]([O-:10])=[O:9])=[N:6][CH:7]=1.[CH2:11]1[C:14]2([CH2:19][CH2:18][NH:17][CH2:16][CH2:15]2)[CH2:13][N:12]1[C:20]([O:22][C:23]([CH3:26])([CH3:25])[CH3:24])=[O:21].C([O-])([O-])=O.[K+].[K+]. (3) The reactants are: [CH3:1][O:2][C:3]1[CH:15]=[CH:14][C:6]([CH2:7][NH:8][C:9]2[N:10]=[CH:11][S:12][CH:13]=2)=[CH:5][CH:4]=1.C[Si]([N-][Si](C)(C)C)(C)C.[Li+].[Cl:26][C:27]1[C:36]2[C:31](=[CH:32][C:33]([S:37](OC3C(F)=C(F)C(F)=C(F)C=3F)(=[O:39])=[O:38])=[CH:34][CH:35]=2)[CH:30]=[CH:29][N:28]=1. Given the product [Cl:26][C:27]1[C:36]2[C:31](=[CH:32][C:33]([S:37]([N:8]([CH2:7][C:6]3[CH:5]=[CH:4][C:3]([O:2][CH3:1])=[CH:15][CH:14]=3)[C:9]3[N:10]=[CH:11][S:12][CH:13]=3)(=[O:39])=[O:38])=[CH:34][CH:35]=2)[CH:30]=[CH:29][N:28]=1, predict the reactants needed to synthesize it. (4) The reactants are: C[O:2][C:3]([C:5]1[CH:6]=[C:7]([Cl:32])[CH:8]=[C:9]2[C:14]=1[NH:13][CH:12]([C:15]1[CH:16]=[C:17]([C:21]3[CH:26]=[CH:25][C:24]([CH:27]([CH3:29])[CH3:28])=[CH:23][CH:22]=3)[CH:18]=[CH:19][CH:20]=1)[C:11]([CH3:31])([CH3:30])[CH2:10]2)=[O:4].[OH-].[Na+].Cl. Given the product [Cl:32][C:7]1[CH:8]=[C:9]2[C:14](=[C:5]([C:3]([OH:4])=[O:2])[CH:6]=1)[NH:13][CH:12]([C:15]1[CH:16]=[C:17]([C:21]3[CH:22]=[CH:23][C:24]([CH:27]([CH3:28])[CH3:29])=[CH:25][CH:26]=3)[CH:18]=[CH:19][CH:20]=1)[C:11]([CH3:30])([CH3:31])[CH2:10]2, predict the reactants needed to synthesize it. (5) Given the product [Cl:18][CH2:19][CH2:20][CH2:21][S:22]([NH:17][C:13]1[CH:14]=[CH:15][CH:16]=[C:11]([C:8]2[C:6]3[N:7]=[C:2]([Cl:1])[N:3]=[CH:4][C:5]=3[S:10][CH:9]=2)[CH:12]=1)(=[O:24])=[O:23], predict the reactants needed to synthesize it. The reactants are: [Cl:1][C:2]1[N:3]=[CH:4][C:5]2[S:10][CH:9]=[C:8]([C:11]3[CH:12]=[C:13]([NH2:17])[CH:14]=[CH:15][CH:16]=3)[C:6]=2[N:7]=1.[Cl:18][CH2:19][CH2:20][CH2:21][S:22](Cl)(=[O:24])=[O:23]. (6) Given the product [C:4]([O:3][C:1](=[O:2])[N:8]([C@H:9]1[CH2:13][C@@H:12]([N:14]2[CH:22]=[N:21][C:20]3[C:15]2=[N:16][C:17]([Cl:24])=[N:18][C:19]=3[Cl:23])[CH:11]=[CH:10]1)[C:25](=[O:27])[CH2:32][CH3:33])([CH3:5])([CH3:7])[CH3:6], predict the reactants needed to synthesize it. The reactants are: [C:1]([N:8]([C:25]([O:27]C(C)(C)C)=O)[C@H:9]1[CH2:13][C@@H:12]([N:14]2[CH:22]=[N:21][C:20]3[C:15]2=[N:16][C:17]([Cl:24])=[N:18][C:19]=3[Cl:23])[CH:11]=[CH:10]1)([O:3][C:4]([CH3:7])([CH3:6])[CH3:5])=[O:2].[C:32](OC(=O)NC(=O)CC)(C)(C)[CH3:33].